Regression. Given two drug SMILES strings and cell line genomic features, predict the synergy score measuring deviation from expected non-interaction effect. From a dataset of NCI-60 drug combinations with 297,098 pairs across 59 cell lines. (1) Drug 1: C1=CC(=CC=C1CC(C(=O)O)N)N(CCCl)CCCl.Cl. Drug 2: CCN(CC)CCCC(C)NC1=C2C=C(C=CC2=NC3=C1C=CC(=C3)Cl)OC. Cell line: HCT116. Synergy scores: CSS=19.0, Synergy_ZIP=0.851, Synergy_Bliss=3.59, Synergy_Loewe=-14.1, Synergy_HSA=4.60. (2) Drug 1: CC1=CC2C(CCC3(C2CCC3(C(=O)C)OC(=O)C)C)C4(C1=CC(=O)CC4)C. Drug 2: C(=O)(N)NO. Cell line: OVCAR3. Synergy scores: CSS=-2.47, Synergy_ZIP=1.42, Synergy_Bliss=0.892, Synergy_Loewe=-2.78, Synergy_HSA=-2.74. (3) Drug 1: CCCCC(=O)OCC(=O)C1(CC(C2=C(C1)C(=C3C(=C2O)C(=O)C4=C(C3=O)C=CC=C4OC)O)OC5CC(C(C(O5)C)O)NC(=O)C(F)(F)F)O. Drug 2: CC(C)(C#N)C1=CC(=CC(=C1)CN2C=NC=N2)C(C)(C)C#N. Cell line: SK-MEL-2. Synergy scores: CSS=62.9, Synergy_ZIP=1.68, Synergy_Bliss=3.12, Synergy_Loewe=2.12, Synergy_HSA=2.72. (4) Drug 1: CC(C)(C#N)C1=CC(=CC(=C1)CN2C=NC=N2)C(C)(C)C#N. Drug 2: CN(C(=O)NC(C=O)C(C(C(CO)O)O)O)N=O. Cell line: NCIH23. Synergy scores: CSS=6.83, Synergy_ZIP=0.193, Synergy_Bliss=0.654, Synergy_Loewe=7.90, Synergy_HSA=0.113. (5) Drug 1: C1=CC(=CC=C1CCCC(=O)O)N(CCCl)CCCl. Drug 2: CCC1=C2CN3C(=CC4=C(C3=O)COC(=O)C4(CC)O)C2=NC5=C1C=C(C=C5)O. Cell line: OVCAR-5. Synergy scores: CSS=20.4, Synergy_ZIP=-10.5, Synergy_Bliss=-4.51, Synergy_Loewe=-13.3, Synergy_HSA=-2.63. (6) Drug 1: CS(=O)(=O)OCCCCOS(=O)(=O)C. Drug 2: CC1C(C(CC(O1)OC2CC(CC3=C2C(=C4C(=C3O)C(=O)C5=CC=CC=C5C4=O)O)(C(=O)C)O)N)O. Cell line: NCI-H522. Synergy scores: CSS=46.6, Synergy_ZIP=2.30, Synergy_Bliss=4.21, Synergy_Loewe=-28.7, Synergy_HSA=4.95.